Task: Predict which catalyst facilitates the given reaction.. Dataset: Catalyst prediction with 721,799 reactions and 888 catalyst types from USPTO (1) Reactant: [I-].[CH3:2][P+](C1C=CC=CC=1)(C1C=CC=CC=1)C1C=CC=CC=1.CC(C)([O-])C.[K+].[CH:28]1[C:37]2[C:32](=[CH:33][CH:34]=[CH:35][CH:36]=2)[CH:31]=[C:30]([S:38][C:39]2[CH:44]=[CH:43][CH:42]=[CH:41][C:40]=2[CH:45]=O)[CH:29]=1.C(=O)(O)[O-].[Na+]. Product: [CH:28]1[C:37]2[C:32](=[CH:33][CH:34]=[CH:35][CH:36]=2)[CH:31]=[C:30]([S:38][C:39]2[CH:44]=[CH:43][CH:42]=[CH:41][C:40]=2[CH:45]=[CH2:2])[CH:29]=1. The catalyst class is: 28. (2) Product: [Cl:1][C:2]1[CH:7]=[C:6]([N+:8]([O-:10])=[O:9])[CH:5]=[C:4]([CH2:11][CH2:12][OH:15])[C:3]=1[OH:16]. Reactant: [Cl:1][C:2]1[C:3]([OH:16])=[C:4]([CH2:11][CH:12]([OH:15])CO)[CH:5]=[C:6]([N+:8]([O-:10])=[O:9])[CH:7]=1.I([O-])(=O)(=O)=O.[Na+].[BH4-].[Na+].Cl. The catalyst class is: 132. (3) Reactant: [NH2:1][C:2]1[NH:6][N:5]=[CH:4][C:3]=1[C:7]#[N:8].CN(C)[CH:11]=[CH:12][C:13]([C:15]1[CH:16]=[CH:17][C:18]([Cl:26])=[C:19]([N:21]([CH3:25])[C:22](=[O:24])[CH3:23])[CH:20]=1)=O.C(OCC)(=O)C. Product: [Cl:26][C:18]1[CH:17]=[CH:16][C:15]([C:13]2[N:6]3[N:5]=[CH:4][C:3]([C:7]#[N:8])=[C:2]3[N:1]=[CH:11][CH:12]=2)=[CH:20][C:19]=1[N:21]([CH3:25])[C:22](=[O:24])[CH3:23]. The catalyst class is: 15. (4) Reactant: [NH2:1][C@@H:2]1[CH2:11][C:10]2[N:9]=[CH:8][C:7]([NH:12][C:13](=[O:22])[C:14]3[C:19]([Cl:20])=[CH:18][CH:17]=[CH:16][C:15]=3[Cl:21])=[CH:6][C:5]=2[N:4]([S:23]([C:26]2[CH:27]=[C:28]([CH3:32])[CH:29]=[CH:30][CH:31]=2)(=[O:25])=[O:24])[CH2:3]1.Cl[C:34]([O:36][CH3:37])=[O:35].C(N(CC)CC)C. Product: [Cl:21][C:15]1[CH:16]=[CH:17][CH:18]=[C:19]([Cl:20])[C:14]=1[C:13]([NH:12][C:7]1[CH:6]=[C:5]2[C:10]([CH2:11][C@@H:2]([NH:1][C:34](=[O:35])[O:36][CH3:37])[CH2:3][N:4]2[S:23]([C:26]2[CH:27]=[C:28]([CH3:32])[CH:29]=[CH:30][CH:31]=2)(=[O:24])=[O:25])=[N:9][CH:8]=1)=[O:22]. The catalyst class is: 7.